Task: Predict the reaction yield, written as a fraction of the theoretical maximum amount of product (1.0 means a 100% yield; for example, 0.34 means a 34% yield).. Dataset: Reaction yield outcomes from USPTO patents with 853,638 reactions (1) The reactants are [N+]([C:4]1[CH:9]=[CH:8][C:7]([S:10][C:11]2[CH:16]=[CH:15][C:14]([N+:17]([O-:19])=[O:18])=[CH:13][CH:12]=2)=[CH:6][CH:5]=1)([O-])=O.[K].FC1C=CC=CC=1[C:24]#[N:25]. The catalyst is CN(C)C=O. The product is [N+:17]([C:14]1[CH:15]=[CH:16][C:11]([S:10][C:7]2[CH:8]=[CH:9][CH:4]=[CH:5][C:6]=2[C:24]#[N:25])=[CH:12][CH:13]=1)([O-:19])=[O:18]. The yield is 0.280. (2) The reactants are [CH3:1][O:2][C@H:3]1[C@@H:9]2[O:10][CH2:11][C@H:12]([O:13]C(C3C=CC=CC=3)=O)[C@@H:8]2[O:7][C@@H:4]1[O:5][CH3:6].[OH-].[Na+]. The catalyst is CO.C(OCC)(=O)C. The product is [CH3:1][O:2][C@H:3]1[C@@H:9]2[O:10][CH2:11][C@@H:12]([OH:13])[C@@H:8]2[O:7][C@@H:4]1[O:5][CH3:6]. The yield is 0.850. (3) The reactants are [OH:1][CH:2]([CH3:9])[CH2:3][CH2:4][O:5][C:6](=[O:8])[CH3:7].[C:10]1([CH3:20])[CH:15]=[CH:14][C:13]([S:16](Cl)(=[O:18])=[O:17])=[CH:12][CH:11]=1. The catalyst is C(Cl)Cl.CN(C1C=CN=CC=1)C.O. The product is [C:10]1([CH3:20])[CH:15]=[CH:14][C:13]([S:16]([O:1][C@@H:2]([CH3:9])[CH2:3][CH2:4][O:5][C:6](=[O:8])[CH3:7])(=[O:18])=[O:17])=[CH:12][CH:11]=1. The yield is 0.550. (4) The reactants are Br[CH2:2][C:3]1[CH:4]=[CH:5][C:6]([N+:13]([O-:15])=[O:14])=[C:7]([CH:12]=1)[C:8]([O:10][CH3:11])=[O:9].[C:16]1(=[O:26])[NH:20][C:19](=[O:21])[C:18]2=[CH:22][CH:23]=[CH:24][CH:25]=[C:17]12.[K]. The catalyst is CN(C=O)C. The product is [O:21]=[C:19]1[C:18]2[C:17](=[CH:25][CH:24]=[CH:23][CH:22]=2)[C:16](=[O:26])[N:20]1[CH2:2][C:3]1[CH:4]=[CH:5][C:6]([N+:13]([O-:15])=[O:14])=[C:7]([CH:12]=1)[C:8]([O:10][CH3:11])=[O:9]. The yield is 0.880. (5) The reactants are [Br:1][C:2]1[CH:7]=[CH:6][C:5]([C@@H:8]([NH2:10])[CH3:9])=[CH:4][CH:3]=1.[C:11]([O-])(O)=[O:12].[Na+].ClC(Cl)(OC(=O)OC(Cl)(Cl)Cl)Cl. The catalyst is C(Cl)Cl. The product is [Br:1][C:2]1[CH:7]=[CH:6][C:5]([CH:8]([N:10]=[C:11]=[O:12])[CH3:9])=[CH:4][CH:3]=1. The yield is 0.630. (6) The reactants are CC1C=CC2C(=CC=CC=2N2CCN(CCC3C=C(C=CC=3)N)CC2)N=1.[Cl:27][C:28]1[CH:37]=[C:36]2[C:31]([CH:32]=[CH:33][C:34]([CH3:38])=[N:35]2)=[C:30]([N:39]2[CH2:44][CH2:43][N:42]([CH2:45][CH2:46][C:47]3[CH:52]=[CH:51][CH:50]=[C:49]([N+:53]([O-])=O)[CH:48]=3)[CH2:41][CH2:40]2)[CH:29]=1. No catalyst specified. The product is [Cl:27][C:28]1[CH:37]=[C:36]2[C:31]([CH:32]=[CH:33][C:34]([CH3:38])=[N:35]2)=[C:30]([N:39]2[CH2:40][CH2:41][N:42]([CH2:45][CH2:46][C:47]3[CH:48]=[C:49]([CH:50]=[CH:51][CH:52]=3)[NH2:53])[CH2:43][CH2:44]2)[CH:29]=1. The yield is 0.920. (7) The reactants are [CH2:1]([NH:7][CH2:8][CH2:9][CH2:10][CH2:11][CH2:12][CH3:13])[CH2:2][CH2:3][CH2:4][CH2:5][CH3:6].[CH2:14]([O:16][C:17]1[C:21](OCC)=[N:20][S:19](=[O:26])(=[O:25])[N:18]=1)[CH3:15]. The catalyst is C(O)C. The product is [CH2:8]([N:7]([C:21]1[C:17]([O:16][CH2:14][CH3:15])=[N:18][S:19](=[O:26])(=[O:25])[N:20]=1)[CH2:1][CH2:2][CH2:3][CH2:4][CH2:5][CH3:6])[CH2:9][CH2:10][CH2:11][CH2:12][CH3:13]. The yield is 0.720. (8) The reactants are [OH:1][C:2]1[CH:17]=[CH:16][C:5]([O:6][CH2:7][CH2:8][N:9]2[CH2:14][CH2:13][CH:12]([OH:15])[CH2:11][CH2:10]2)=[CH:4][CH:3]=1.C([O-])([O-])=O.[Cs+].[Cs+].Cl[C:25]1[S:26][C:27]2[CH:33]=[CH:32][CH:31]=[CH:30][C:28]=2[N:29]=1. The catalyst is CN(C=O)C. The product is [S:26]1[C:27]2[CH:33]=[CH:32][CH:31]=[CH:30][C:28]=2[N:29]=[C:25]1[O:1][C:2]1[CH:3]=[CH:4][C:5]([O:6][CH2:7][CH2:8][N:9]2[CH2:14][CH2:13][CH:12]([OH:15])[CH2:11][CH2:10]2)=[CH:16][CH:17]=1. The yield is 0.690.